This data is from Full USPTO retrosynthesis dataset with 1.9M reactions from patents (1976-2016). The task is: Predict the reactants needed to synthesize the given product. The reactants are: Cl.[CH3:2][O:3][C:4](=[O:17])[C@H:5]([CH2:7][C:8]1[CH:13]=[C:12]([I:14])[C:11]([OH:15])=[C:10]([I:16])[CH:9]=1)[NH2:6].[Cl:18][C:19]1[CH:20]=[C:21]([NH:26][CH:27]([C:29](O)=[O:30])[CH3:28])[CH:22]=[CH:23][C:24]=1[Cl:25].N[C@H](C(O)=O)C. Given the product [CH3:2][O:3][C:4](=[O:17])[C@H:5]([CH2:7][C:8]1[CH:9]=[C:10]([I:16])[C:11]([OH:15])=[C:12]([I:14])[CH:13]=1)[NH:6][C:29](=[O:30])[CH:27]([CH3:28])[NH:26][C:21]1[CH:22]=[CH:23][C:24]([Cl:25])=[C:19]([Cl:18])[CH:20]=1, predict the reactants needed to synthesize it.